From a dataset of Experimentally validated miRNA-target interactions with 360,000+ pairs, plus equal number of negative samples. Binary Classification. Given a miRNA mature sequence and a target amino acid sequence, predict their likelihood of interaction. (1) The miRNA is hsa-miR-6778-3p with sequence UGCCUCCCUGACAUUCCACAG. The protein sequence of the target gene is MVLLHVKRGDESQFLLQAPGSTELEELTVQVARVYNGRLKVQRLCSEMEELAEHGIFLPPNMQGLTDDQIEELKLKDEWGEKCVPSGGAVFKKDDIGRRNGQAPNEKMKQVLKKTIEEAKAIISKKQVEAGVCVTMEMVKDALDQLRGAVMIVYPMGLPPYDPIRMEFENKEDLSGTQAGLNVIKEAEAQLWWAAKELRRTKKLSDYVGKNEKTKIIAKIQQRGQGAPAREPIISSEEQKQLMLYYHRRQEELKRLEENDDDAYLNSPWADNTALKRHFHGVKDIKWRPR. Result: 1 (interaction). (2) Result: 0 (no interaction). The protein sequence of the target gene is MHLSAVFNALLVSVLAAVLWKHVRLREHAATLEEELALSRQATEPAPALRIDYPKALQILMEGGTHMVCTGRTHTDRICRFKWLCYSNEAEEFIFFHGNTSVMLPNLGSRRFQPALLDLSTVEDHNTQYFNFVELPAAALRFMPKPVFVPDVALIANRFNPDNLMHVFHDDLLPLFYTLRQFPGLAHEARLFFMEGWGEGAHFDLYKLLSPKQPLLRAQLKTLGRLLCFSHAFVGLSKITTWYQYGFVQPQGPKANILVSGNEIRQFARFMTEKLNVSHTGVPLGEEYILVFSRTQNRLI.... The miRNA is hsa-miR-6507-5p with sequence GAAGAAUAGGAGGGACUUUGU. (3) The miRNA is hsa-miR-450a-1-3p with sequence AUUGGGAACAUUUUGCAUGUAU. Result: 0 (no interaction). The protein sequence of the target gene is MAAPEAPPLDRVFRTTWLSTECDSHPLPPSYRKFLFETQAADLAGGTTVAAGNLLNESEKDCGQDRRAPGVQPCRLVTMTSVVKTVYSLQPPSALSGGQPADTQTRATSKSLLPVRSKEVDVSKQLHSGGPENDVTKITKLRRENGQMKATDTATRRNVRKGYKPLSKQKSEEELKDKNQLLEAVNKQLHQKLTETQGELKDLTQKVELLEKFRDNCLAILESKGLDPALGSETLASRQESTTDHMDSMLLLETLQEELKLFNETAKKQMEELQALKVKLEMKEERVRFLEQQTLCNNQV....